This data is from Reaction yield outcomes from USPTO patents with 853,638 reactions. The task is: Predict the reaction yield, written as a fraction of the theoretical maximum amount of product (1.0 means a 100% yield; for example, 0.34 means a 34% yield). The reactants are [Cl:1][C:2]1[CH:9]=[C:8](I)[C:5]([C:6]#[N:7])=[CH:4][N:3]=1.[NH2:11][C:12]1[CH:22]=[CH:21][CH:20]=[CH:19][C:13]=1[C:14]([NH:16]OC)=[O:15].[O-]P([O-])([O-])=O.[K+].[K+].[K+].[CH:31]1C=CC(P(C2C(OC3C(P(C4C=CC=CC=4)C4C=CC=CC=4)=CC=CC=3)=CC=CC=2)C2C=CC=CC=2)=CC=1. The catalyst is O1CCOCC1.CC(O)=O.CC(O)=O.[Pd]. The product is [Cl:1][C:2]1[CH:9]=[C:8]([NH:11][C:12]2[CH:22]=[CH:21][CH:20]=[CH:19][C:13]=2[C:14]([NH:16][CH3:31])=[O:15])[C:5]([C:6]#[N:7])=[CH:4][N:3]=1. The yield is 0.590.